This data is from Full USPTO retrosynthesis dataset with 1.9M reactions from patents (1976-2016). The task is: Predict the reactants needed to synthesize the given product. (1) Given the product [NH:19]1[C:27]2=[N:26][CH:25]=[CH:24][CH:23]=[C:22]2[C:21](/[CH:28]=[C:7]2\[O:8][C:4]3[C:3]([CH2:12][N:13]4[CH2:18][CH2:17][O:16][CH2:15][CH2:14]4)=[C:2]([OH:1])[CH:11]=[CH:10][C:5]=3[C:6]\2=[O:9])=[CH:20]1, predict the reactants needed to synthesize it. The reactants are: [OH:1][C:2]1[CH:11]=[CH:10][C:5]2[C:6](=[O:9])[CH2:7][O:8][C:4]=2[C:3]=1[CH2:12][N:13]1[CH2:18][CH2:17][O:16][CH2:15][CH2:14]1.[NH:19]1[C:27]2[C:22](=[CH:23][CH:24]=[CH:25][N:26]=2)[C:21]([CH:28]=O)=[CH:20]1.N1CCCCC1. (2) Given the product [CH3:18][O:19][C:20]1[CH:25]=[C:24]([O:26][CH3:27])[CH:23]=[CH:22][C:21]=1[C:4]([C:3]1[CH:10]=[CH:11][CH:12]=[C:13]([C:14]([F:15])([F:16])[F:17])[C:2]=1[F:1])=[O:5], predict the reactants needed to synthesize it. The reactants are: [F:1][C:2]1[C:13]([C:14]([F:17])([F:16])[F:15])=[CH:12][CH:11]=[CH:10][C:3]=1[C:4](N(OC)C)=[O:5].[CH3:18][O:19][C:20]1[CH:25]=[C:24]([O:26][CH3:27])[CH:23]=[CH:22][C:21]=1[Mg]Br. (3) The reactants are: [Br:1][C:2]1[CH:11]=[CH:10][C:5]([C:6]([O:8]C)=[O:7])=[C:4]([CH2:12][O:13][CH3:14])[CH:3]=1.[OH-].[Na+].CCOC(C)=O.O. Given the product [Br:1][C:2]1[CH:11]=[CH:10][C:5]([C:6]([OH:8])=[O:7])=[C:4]([CH2:12][O:13][CH3:14])[CH:3]=1, predict the reactants needed to synthesize it. (4) The reactants are: Cl[C:2]1[CH:7]=[C:6]([O:8][CH3:9])[N:5]=[C:4]([S:10][CH3:11])[N:3]=1.CC1(C)C(C)(C)OB([C:20]2[CH:29]=[CH:28][C:23]3[NH:24][C:25]([NH2:27])=[N:26][C:22]=3[CH:21]=2)O1. Given the product [CH3:9][O:8][C:6]1[N:5]=[C:4]([S:10][CH3:11])[N:3]=[C:2]([C:20]2[CH:29]=[CH:28][C:23]3[NH:24][C:25]([NH2:27])=[N:26][C:22]=3[CH:21]=2)[CH:7]=1, predict the reactants needed to synthesize it. (5) Given the product [Si:17]([O:6][CH:5]([C:7]1[CH:8]=[CH:9][C:10]2[N:11]([N:13]=[CH:14][N:15]=2)[CH:12]=1)[CH:4]([N+:1]([O-:3])=[O:2])[CH3:16])([C:20]([CH3:23])([CH3:22])[CH3:21])([CH3:19])[CH3:18], predict the reactants needed to synthesize it. The reactants are: [N+:1]([CH:4]([CH3:16])[CH:5]([C:7]1[CH:8]=[CH:9][C:10]2[N:11]([N:13]=[CH:14][N:15]=2)[CH:12]=1)[OH:6])([O-:3])=[O:2].[Si:17](Cl)([C:20]([CH3:23])([CH3:22])[CH3:21])([CH3:19])[CH3:18].N1C=CN=C1. (6) Given the product [CH3:1][C:2]([CH3:29])([CH3:28])[CH2:3][O:4][C:5]1([C:8]2[CH:13]=[CH:12][C:11]([C:14]#[C:15][C:16]3[CH:21]=[CH:20][C:19]([CH2:22][C:23]([OH:25])=[O:24])=[CH:18][CH:17]=3)=[CH:10][C:9]=2[CH3:27])[CH2:7][CH2:6]1, predict the reactants needed to synthesize it. The reactants are: [CH3:1][C:2]([CH3:29])([CH3:28])[CH2:3][O:4][C:5]1([C:8]2[CH:13]=[CH:12][C:11]([C:14]#[C:15][C:16]3[CH:21]=[CH:20][C:19]([CH2:22][C:23]([O:25]C)=[O:24])=[CH:18][CH:17]=3)=[CH:10][C:9]=2[CH3:27])[CH2:7][CH2:6]1.[OH-].[Na+]. (7) Given the product [F:1][C:2]1[CH:3]=[C:4]2[C:8](=[CH:9][CH:10]=1)[NH:7][C:6](=[O:11])/[C:5]/2=[CH:22]\[C:18]1[CH:17]=[C:16]2[C:21]([C:13]([I:12])=[N:14][NH:15]2)=[CH:20][CH:19]=1, predict the reactants needed to synthesize it. The reactants are: [F:1][C:2]1[CH:3]=[C:4]2[C:8](=[CH:9][CH:10]=1)[NH:7][C:6](=[O:11])[CH2:5]2.[I:12][C:13]1[C:21]2[C:16](=[CH:17][C:18]([CH:22]=O)=[CH:19][CH:20]=2)[NH:15][N:14]=1.